This data is from Forward reaction prediction with 1.9M reactions from USPTO patents (1976-2016). The task is: Predict the product of the given reaction. (1) Given the reactants [NH2:1][C:2]1[N:6]([CH3:7])[C:5](=[O:8])[C:4]([C:15]2[CH:16]=[C:17]([C:21]3[CH:26]=[CH:25][CH:24]=[CH:23][CH:22]=3)[CH:18]=[CH:19][CH:20]=2)([C:9]2[CH:14]=[CH:13][N:12]=[CH:11][CH:10]=2)[N:3]=1.[ClH:27], predict the reaction product. The product is: [ClH:27].[ClH:27].[NH2:1][C:2]1[N:6]([CH3:7])[C:5](=[O:8])[C:4]([C:15]2[CH:16]=[C:17]([C:21]3[CH:26]=[CH:25][CH:24]=[CH:23][CH:22]=3)[CH:18]=[CH:19][CH:20]=2)([CH:9]2[CH2:14][CH2:13][NH:12][CH2:11][CH2:10]2)[N:3]=1. (2) Given the reactants [Cl-:1].[Cl-].[Cl-].[Al+3].[Cl:5][C:6]1[CH:14]=[CH:13][CH:12]=[CH:11][C:7]=1[C:8](Cl)=[O:9].[NH2:15][C:16]1[N:20]([C:21]2[C:26]([Cl:27])=[CH:25][C:24]([Cl:28])=[CH:23][C:22]=2[Cl:29])[N:19]=[C:18]([CH3:30])[CH:17]=1, predict the reaction product. The product is: [Cl:5][C:6]1[CH:14]=[CH:13][CH:12]=[CH:11][C:7]=1[C:8]([NH:15][C:16]1[N:20]([C:21]2[C:26]([Cl:27])=[CH:25][C:24]([Cl:28])=[CH:23][C:22]=2[Cl:29])[N:19]=[C:18]([CH3:30])[C:17]=1[C:8](=[O:9])[C:7]1[CH:11]=[CH:12][CH:13]=[CH:14][C:6]=1[Cl:1])=[O:9]. (3) Given the reactants [Cl:1][C:2]1[C:15]2[CH2:14][CH2:13][N:12]3[C:8](=[N:9][C:10](I)=[CH:11]3)[CH:7]([O:17][CH:18]3[CH2:23][CH2:22][N:21]([CH3:24])[CH2:20][CH2:19]3)[C:6]=2[CH:5]=[CH:4][CH:3]=1.C([O-])([O-])=O.[K+].[K+].[C:31]1(B(O)O)[CH:36]=[CH:35][CH:34]=[CH:33][CH:32]=1.N, predict the reaction product. The product is: [NH4+:9].[OH-:17].[Cl:1][C:2]1[C:15]2[CH2:14][CH2:13][N:12]3[C:8](=[N:9][C:10]([C:31]4[CH:36]=[CH:35][CH:34]=[CH:33][CH:32]=4)=[CH:11]3)[CH:7]([O:17][CH:18]3[CH2:23][CH2:22][N:21]([CH3:24])[CH2:20][CH2:19]3)[C:6]=2[CH:5]=[CH:4][CH:3]=1. (4) Given the reactants Br[C:2]1[CH:11]=[CH:10][CH:9]=[C:8]2[C:3]=1[CH2:4][C:5](=[O:14])[N:6]([CH2:12][CH3:13])[CH2:7]2.C1C=CC(P(C2C(C3C(P(C4C=CC=CC=4)C4C=CC=CC=4)=CC=C4C=3C=CC=C4)=C3C(C=CC=C3)=CC=2)C2C=CC=CC=2)=CC=1.C[Si]([N-][Si](C)(C)C)(C)C.[K+].[C:71](=[NH:84])([C:78]1[CH:83]=[CH:82][CH:81]=[CH:80][CH:79]=1)[C:72]1[CH:77]=[CH:76][CH:75]=[CH:74][CH:73]=1.[NH4+].[Cl-], predict the reaction product. The product is: [C:71](=[N:84][C:2]1[CH:11]=[CH:10][CH:9]=[C:8]2[C:3]=1[CH2:4][C:5](=[O:14])[N:6]([CH2:12][CH3:13])[CH2:7]2)([C:78]1[CH:79]=[CH:80][CH:81]=[CH:82][CH:83]=1)[C:72]1[CH:77]=[CH:76][CH:75]=[CH:74][CH:73]=1. (5) Given the reactants [F:1][C:2]1[CH:3]=[C:4]([CH2:9][CH2:10][OH:11])[CH:5]=[C:6]([F:8])[CH:7]=1.N1C=CN=C1.[CH3:17][C:18]([Si:21](Cl)([CH3:23])[CH3:22])([CH3:20])[CH3:19], predict the reaction product. The product is: [C:18]([Si:21]([O:11][CH2:10][CH2:9][C:4]1[CH:3]=[C:2]([F:1])[CH:7]=[C:6]([F:8])[CH:5]=1)([CH3:23])[CH3:22])([CH3:20])([CH3:19])[CH3:17]. (6) Given the reactants [CH2:1]([CH:8]1[NH:13][CH2:12][CH2:11][N:10]([CH2:14][C:15]2[CH:20]=[CH:19][C:18]([C:21]3[CH:26]=[CH:25][CH:24]=[CH:23][C:22]=3[C:27]([F:30])([F:29])[F:28])=[CH:17][CH:16]=2)[CH2:9]1)[C:2]1[CH:7]=[CH:6][CH:5]=[CH:4][CH:3]=1.[CH3:31][N:32]=[C:33]=[O:34], predict the reaction product. The product is: [CH3:31][NH:32][C:33]([N:13]1[CH2:12][CH2:11][N:10]([CH2:14][C:15]2[CH:20]=[CH:19][C:18]([C:21]3[CH:26]=[CH:25][CH:24]=[CH:23][C:22]=3[C:27]([F:30])([F:28])[F:29])=[CH:17][CH:16]=2)[CH2:9][CH:8]1[CH2:1][C:2]1[CH:7]=[CH:6][CH:5]=[CH:4][CH:3]=1)=[O:34]. (7) Given the reactants [CH3:1][Si:2]([CH3:28])([CH3:27])[CH2:3][CH2:4][O:5][CH2:6][N:7]1[C:11]2[N:12]=[CH:13][N:14]=[C:15]([C:16]3[CH:17]=[N:18][N:19]([CH:21]([CH2:25][CH3:26])[CH2:22][CH:23]=O)[CH:20]=3)[C:10]=2[CH:9]=[CH:8]1.CO.Cl.[O:32]([NH2:34])[CH3:33].C(=O)(O)[O-].[K+], predict the reaction product. The product is: [CH3:33][O:32][N:34]=[CH:23][CH2:22][CH:21]([N:19]1[CH:20]=[C:16]([C:15]2[C:10]3[CH:9]=[CH:8][N:7]([CH2:6][O:5][CH2:4][CH2:3][Si:2]([CH3:28])([CH3:1])[CH3:27])[C:11]=3[N:12]=[CH:13][N:14]=2)[CH:17]=[N:18]1)[CH2:25][CH3:26]. (8) Given the reactants Cl[C:2]1([CH2:9][CH:10](O)[CH2:11][CH3:12])[CH:7]=[CH:6][C:5]([Cl:8])=[CH:4][CH2:3]1.[NH:14]1[CH:18]=[CH:17][N:16]=[CH:15]1.[OH-:19].[Na+], predict the reaction product. The product is: [Cl:8][C:5]1[CH:6]=[CH:7][C:2]([CH2:9][CH2:10][CH:11]([OH:19])[CH2:12][N:14]2[CH:18]=[CH:17][N:16]=[CH:15]2)=[CH:3][CH:4]=1. (9) Given the reactants Cl[S:2]([C:5]1[CH:13]=[CH:12][C:8]([C:9]([OH:11])=[O:10])=[CH:7][CH:6]=1)(=[O:4])=[O:3].[NH2:14][CH2:15][CH2:16][C:17]([O:19][CH3:20])=[O:18].Cl.C(N(C(C)C)CC)(C)C, predict the reaction product. The product is: [CH3:20][O:19][C:17]([CH2:16][CH2:15][NH:14][S:2]([C:5]1[CH:13]=[CH:12][C:8]([C:9]([OH:11])=[O:10])=[CH:7][CH:6]=1)(=[O:4])=[O:3])=[O:18]. (10) Given the reactants [Cl:1][C:2]1[CH:3]=[C:4]([CH:9]([C:28]([F:31])([F:30])[F:29])/[CH:10]=[CH:11]/[C:12]2[CH:13]=[CH:14][C:15]([N:23]3[CH:27]=[N:26][CH:25]=[N:24]3)=[C:16]([CH:22]=2)[C:17]([O:19]CC)=[O:18])[CH:5]=[C:6]([Cl:8])[CH:7]=1, predict the reaction product. The product is: [Cl:8][C:6]1[CH:5]=[C:4]([CH:9]([C:28]([F:29])([F:31])[F:30])/[CH:10]=[CH:11]/[C:12]2[CH:13]=[CH:14][C:15]([N:23]3[CH:27]=[N:26][CH:25]=[N:24]3)=[C:16]([CH:22]=2)[C:17]([OH:19])=[O:18])[CH:3]=[C:2]([Cl:1])[CH:7]=1.